From a dataset of Full USPTO retrosynthesis dataset with 1.9M reactions from patents (1976-2016). Predict the reactants needed to synthesize the given product. The reactants are: Cl[C:2]1[C:3]2[CH:10]=[C:9]([CH2:11][CH3:12])[S:8][C:4]=2[N:5]=[CH:6][N:7]=1.[CH:13]1([NH2:20])[CH2:18][CH2:17][CH:16]([NH2:19])[CH2:15][CH2:14]1.C(N(CC)CC)C.O. Given the product [CH2:11]([C:9]1[S:8][C:4]2[N:5]=[CH:6][N:7]=[C:2]([NH:19][CH:16]3[CH2:17][CH2:18][CH:13]([NH2:20])[CH2:14][CH2:15]3)[C:3]=2[CH:10]=1)[CH3:12], predict the reactants needed to synthesize it.